From a dataset of Reaction yield outcomes from USPTO patents with 853,638 reactions. Predict the reaction yield, written as a fraction of the theoretical maximum amount of product (1.0 means a 100% yield; for example, 0.34 means a 34% yield). The yield is 0.430. The reactants are [Cl:1][C:2]1[CH:7]=[CH:6][CH:5]=[C:4]([Cl:8])[C:3]=1[CH2:9][S:10]([C:13]1[CH:14]=[C:15]2[C:19](=[CH:20][CH:21]=1)[NH:18][C:17](=[O:22])/[C:16]/2=[CH:23]\[C:24]1[NH:28][C:27]([CH3:29])=[C:26]([CH2:30][C:31](O)=[O:32])[C:25]=1[CH3:34])(=[O:12])=[O:11].C1C=CC2N(O)N=NC=2C=1.CCN=C=NCCCN(C)C.[CH:56]1([N:59]2[CH2:64][CH2:63][NH:62][CH2:61][CH2:60]2)[CH2:58][CH2:57]1. The product is [CH:56]1([N:59]2[CH2:64][CH2:63][N:62]([C:31](=[O:32])[CH2:30][C:26]3[C:25]([CH3:34])=[C:24](/[CH:23]=[C:16]4\[C:17](=[O:22])[NH:18][C:19]5[C:15]\4=[CH:14][C:13]([S:10]([CH2:9][C:3]4[C:2]([Cl:1])=[CH:7][CH:6]=[CH:5][C:4]=4[Cl:8])(=[O:11])=[O:12])=[CH:21][CH:20]=5)[NH:28][C:27]=3[CH3:29])[CH2:61][CH2:60]2)[CH2:58][CH2:57]1. The catalyst is CN(C=O)C.